From a dataset of Peptide-MHC class I binding affinity with 185,985 pairs from IEDB/IMGT. Regression. Given a peptide amino acid sequence and an MHC pseudo amino acid sequence, predict their binding affinity value. This is MHC class I binding data. (1) The peptide sequence is RGRGVAIHR. The MHC is HLA-B27:05 with pseudo-sequence HLA-B27:05. The binding affinity (normalized) is 0.0847. (2) The peptide sequence is ETIGLVRAL. The MHC is BoLA-T2b with pseudo-sequence BoLA-T2b. The binding affinity (normalized) is 0.134. (3) The peptide sequence is VTTEVAFGL. The MHC is HLA-A02:03 with pseudo-sequence HLA-A02:03. The binding affinity (normalized) is 0.423. (4) The peptide sequence is IISLFYTFAI. The MHC is HLA-A02:02 with pseudo-sequence HLA-A02:02. The binding affinity (normalized) is 0.567. (5) The peptide sequence is EEQELLLLY. The MHC is HLA-B44:03 with pseudo-sequence HLA-B44:03. The binding affinity (normalized) is 0.967.